From a dataset of Catalyst prediction with 721,799 reactions and 888 catalyst types from USPTO. Predict which catalyst facilitates the given reaction. (1) The catalyst class is: 145. Reactant: [NH:1]1[C:9]2[C:4](=[CH:5][C:6]([NH:10][C:11]3[C:12]4[CH:19]=[C:18]([C:20](O)=[O:21])[NH:17][C:13]=4[N:14]=[CH:15][N:16]=3)=[CH:7][CH:8]=2)[CH:3]=[N:2]1.[NH2:23][CH2:24][CH2:25][OH:26].C(P1(=O)OP(=O)(CCC)OP(=O)(CCC)O1)CC.C(N(C(C)C)C(C)C)C.[OH-].[Na+]. Product: [OH:26][CH2:25][CH2:24][NH:23][C:20]([C:18]1[NH:17][C:13]2[N:14]=[CH:15][N:16]=[C:11]([NH:10][C:6]3[CH:5]=[C:4]4[C:9](=[CH:8][CH:7]=3)[NH:1][N:2]=[CH:3]4)[C:12]=2[CH:19]=1)=[O:21]. (2) Reactant: [O:1]=[C:2]1[C:8]2=[CH:9][C:10]3[CH:11]=[CH:12][C:13]([C:16]([OH:18])=O)=[CH:14][C:15]=3[N:7]2[CH2:6][CH2:5][CH2:4][NH:3]1.ClC(N(C)C)=C(C)C.[NH2:27][C:28]1[CH:36]=[CH:35][CH:34]=[CH:33][C:29]=1[C:30]([NH2:32])=[O:31].N1C=CC=CC=1. Product: [C:30]([C:29]1[CH:33]=[CH:34][CH:35]=[CH:36][C:28]=1[NH:27][C:16]([C:13]1[CH:12]=[CH:11][C:10]2[CH:9]=[C:8]3[C:2](=[O:1])[NH:3][CH2:4][CH2:5][CH2:6][N:7]3[C:15]=2[CH:14]=1)=[O:18])(=[O:31])[NH2:32]. The catalyst class is: 34. (3) Reactant: C(OC([N:8]1[CH2:13][CH2:12][N:11]([C:14]2[C:15]3[C:29]([Cl:30])=[CH:28][N:27]=[CH:26][C:16]=3[N:17]=[C:18]([C:20]3[CH:25]=[CH:24][N:23]=[CH:22][CH:21]=3)[N:19]=2)[CH2:10][CH2:9]1)=O)(C)(C)C.Cl. The catalyst class is: 2. Product: [Cl:30][C:29]1[C:15]2[C:14]([N:11]3[CH2:10][CH2:9][NH:8][CH2:13][CH2:12]3)=[N:19][C:18]([C:20]3[CH:25]=[CH:24][N:23]=[CH:22][CH:21]=3)=[N:17][C:16]=2[CH:26]=[N:27][CH:28]=1. (4) Reactant: F[C:2](F)(F)S(OS(C(F)(F)F)(=O)=O)(=O)=O.N1[C:21]([CH3:22])=[CH:20][CH:19]=[CH:18][C:17]=1[CH3:23].[F:24][C:25]1[CH:30]=[CH:29][C:28]([CH2:31][CH:32]2[CH2:37][CH2:36][N:35]([CH2:38]N3CCCCC3)[CH2:34][CH2:33]2)=[CH:27][CH:26]=1.C([N:47]([CH2:50][CH3:51])[CH2:48][CH3:49])C.[C:52]([O:55][CH2:56]C)(=[O:54])[CH3:53]. Product: [F:24][C:25]1[CH:26]=[CH:27][C:28]([CH2:31][CH:32]2[CH2:33][CH2:34][N:35]([CH2:38][CH:2]3[CH2:49][CH2:48][N:47]([C@@H:53]([CH2:23][C:17]4[CH:22]=[CH:21][CH:20]=[CH:19][CH:18]=4)[C:52]([O:55][CH3:56])=[O:54])[CH2:50][CH2:51]3)[CH2:36][CH2:37]2)=[CH:29][CH:30]=1. The catalyst class is: 4. (5) Reactant: [Cl:1][C:2]1[CH:7]=[CH:6][C:5]([C:8]([O:10][CH3:11])=[O:9])=[CH:4][N:3]=1.NC(N)=[O:14].OO.FC(F)(F)C(OC(=O)C(F)(F)F)=O. Product: [Cl:1][C:2]1[CH:7]=[CH:6][C:5]([C:8]([O:10][CH3:11])=[O:9])=[CH:4][N+:3]=1[O-:14]. The catalyst class is: 10. (6) Product: [Cl-:1].[F:14][C:5]1[CH:4]=[C:3]([CH2:2][P+:21]([C:22]2[CH:23]=[CH:24][CH:25]=[CH:26][CH:27]=2)([C:28]2[CH:33]=[CH:32][CH:31]=[CH:30][CH:29]=2)[C:15]2[CH:16]=[CH:17][CH:18]=[CH:19][CH:20]=2)[C:11]2[O:10][C:9]([CH3:13])([CH3:12])[CH2:8][C:7]=2[CH:6]=1. The catalyst class is: 11. Reactant: [Cl:1][CH2:2][C:3]1[C:11]2[O:10][C:9]([CH3:13])([CH3:12])[CH2:8][C:7]=2[CH:6]=[C:5]([F:14])[CH:4]=1.[C:15]1([P:21]([C:28]2[CH:33]=[CH:32][CH:31]=[CH:30][CH:29]=2)[C:22]2[CH:27]=[CH:26][CH:25]=[CH:24][CH:23]=2)[CH:20]=[CH:19][CH:18]=[CH:17][CH:16]=1. (7) Reactant: [C:1]([NH:4][C:5]([CH2:16][CH2:17][C:18]1[CH:23]=[CH:22][C:21]([S:24][C:25]2[CH:30]=[CH:29][C:28]([CH2:31][CH2:32][CH2:33][CH3:34])=[CH:27][CH:26]=2)=[CH:20][CH:19]=1)([C:11](OCC)=[O:12])[C:6](OCC)=[O:7])(=[O:3])[CH3:2].OP([O-])([O-])=O.[K+].[K+].[BH4-].[Na+].[OH-].[Na+]. Product: [CH2:31]([C:28]1[CH:27]=[CH:26][C:25]([S:24][C:21]2[CH:22]=[CH:23][C:18]([CH2:17][CH2:16][C:5]([NH:4][C:1](=[O:3])[CH3:2])([CH2:6][OH:7])[CH2:11][OH:12])=[CH:19][CH:20]=2)=[CH:30][CH:29]=1)[CH2:32][CH2:33][CH3:34]. The catalyst class is: 88. (8) Reactant: [CH3:1][C@H:2]1[NH:7][C:6](=S)[C@@H:5]([NH:9][C:10](=[O:16])[O:11][C:12]([CH3:15])([CH3:14])[CH3:13])[CH2:4][C@H:3]1[C:17]1[CH:22]=[CH:21][CH:20]=[CH:19][CH:18]=1.O.[NH2:24][NH2:25]. Product: [C:12]([O:11][C:10](=[O:16])[NH:9][C@H:5]1[CH2:4][C@@H:3]([C:17]2[CH:22]=[CH:21][CH:20]=[CH:19][CH:18]=2)[C@@H:2]([CH3:1])[NH:7][C:6]1=[N:24][NH2:25])([CH3:15])([CH3:14])[CH3:13]. The catalyst class is: 5. (9) Reactant: [Cl:1][C:2]1[CH:3]=[C:4]([C:12]2[O:16][N:15]=[C:14]([C:17]3[CH:22]=[CH:21][C:20]([OH:23])=[CH:19][C:18]=3[CH2:24][CH3:25])[N:13]=2)[CH:5]=[CH:6][C:7]=1[O:8][CH:9]([CH3:11])[CH3:10].C(=O)([O-])[O-].[K+].[K+].Br[CH2:33][CH2:34][CH2:35][CH2:36][C:37]([O:39][CH2:40][CH3:41])=[O:38]. Product: [Cl:1][C:2]1[CH:3]=[C:4]([C:12]2[O:16][N:15]=[C:14]([C:17]3[CH:22]=[CH:21][C:20]([O:23][CH2:33][CH2:34][CH2:35][CH2:36][C:37]([O:39][CH2:40][CH3:41])=[O:38])=[CH:19][C:18]=3[CH2:24][CH3:25])[N:13]=2)[CH:5]=[CH:6][C:7]=1[O:8][CH:9]([CH3:10])[CH3:11]. The catalyst class is: 42.